From a dataset of Catalyst prediction with 721,799 reactions and 888 catalyst types from USPTO. Predict which catalyst facilitates the given reaction. (1) Reactant: [CH2:1]([C:3]1[CH:10]=[N:9][CH:8]=[CH:7]C=1C#N)[CH3:2].[OH-:11].[Na+].[CH2:13]([OH:15])[CH3:14]. Product: [CH2:1]([C:3]1[CH:10]=[N:9][CH:8]=[CH:7][C:14]=1[C:13]([OH:11])=[O:15])[CH3:2]. The catalyst class is: 6. (2) Reactant: [CH3:1][S-:2].[Na+].O.C(OCC)(=O)C.C(=O)(O)[O-].[Na+].[CH:16]1([C:19]2[N:20]=[C:21]3[C:27]([C:28]([NH:30][C@@H:31]([CH3:41])[C:32]([CH3:40])([CH3:39])[CH2:33]OS(C)(=O)=O)=[O:29])=[CH:26][N:25]([CH2:42][O:43][CH2:44][CH2:45][Si:46]([CH3:49])([CH3:48])[CH3:47])[C:22]3=[N:23][CH:24]=2)[CH2:18][CH2:17]1. Product: [CH3:41][C@H:31]([NH:30][C:28]([C:27]1[C:21]2[C:22](=[N:23][CH:24]=[C:19]([CH:16]3[CH2:17][CH2:18]3)[N:20]=2)[N:25]([CH2:42][O:43][CH2:44][CH2:45][Si:46]([CH3:49])([CH3:48])[CH3:47])[CH:26]=1)=[O:29])[C:32]([CH3:39])([CH3:40])[CH2:33][S:2][CH3:1]. The catalyst class is: 3. (3) Reactant: [NH2:1][C:2]1[CH:3]=[C:4]([CH:18]=[CH:19][C:20]=1[NH2:21])[C:5]([NH:7][C:8]1[CH:17]=[CH:16][C:15]2[C:10](=[CH:11][CH:12]=[CH:13][CH:14]=2)[N:9]=1)=[O:6].[CH3:22][O:23][C:24](=[O:37])[CH2:25][O:26][C:27]1[CH:32]=[C:31]([CH3:33])[C:30]([CH:34]=O)=[C:29]([CH3:36])[CH:28]=1.C(S([O-])(=O)=O)(F)(F)F.C(S([O-])(=O)=O)(F)(F)F.C(S([O-])(=O)=O)(F)(F)F.[Yb+3].O. Product: [CH3:22][O:23][C:24](=[O:37])[CH2:25][O:26][C:27]1[CH:32]=[C:31]([CH3:33])[C:30]([C:34]2[NH:1][C:2]3[CH:3]=[C:4]([C:5](=[O:6])[NH:7][C:8]4[CH:17]=[CH:16][C:15]5[C:10](=[CH:11][CH:12]=[CH:13][CH:14]=5)[N:9]=4)[CH:18]=[CH:19][C:20]=3[N:21]=2)=[C:29]([CH3:36])[CH:28]=1. The catalyst class is: 197. (4) Reactant: C([O:4][C@H:5]([CH2:10][C:11]1[CH:19]=[C:18]([CH3:20])[C:17]2[C:13](=[CH:14][N:15]([CH2:21][O:22][CH2:23][CH2:24][Si:25]([CH3:28])([CH3:27])[CH3:26])[N:16]=2)[CH:12]=1)[C:6]([O:8]C)=[O:7])(=O)C.O.[OH-].[Li+]. Product: [OH:4][C@H:5]([CH2:10][C:11]1[CH:19]=[C:18]([CH3:20])[C:17]2[C:13](=[CH:14][N:15]([CH2:21][O:22][CH2:23][CH2:24][Si:25]([CH3:27])([CH3:26])[CH3:28])[N:16]=2)[CH:12]=1)[C:6]([OH:8])=[O:7]. The catalyst class is: 193. (5) Reactant: [NH:1]1[C:9]2[C:4](=[CH:5][CH:6]=[CH:7][CH:8]=2)[CH2:3][C@H:2]1[CH2:10][OH:11].FC(F)(F)S(O[C:18]1[C:19]2[CH2:40][N:39]([CH3:41])[CH2:38][CH2:37][C:20]=2[N:21]=[C:22]([NH:24][C:25]2[CH:30]=[CH:29][C:28]([N:31]3[CH:35]=[CH:34][N:33]=[C:32]3[CH3:36])=[CH:27][CH:26]=2)[N:23]=1)(=O)=O. Product: [CH3:41][N:39]1[CH2:38][CH2:37][C:20]2[N:21]=[C:22]([NH:24][C:25]3[CH:26]=[CH:27][C:28]([N:31]4[CH:35]=[CH:34][N:33]=[C:32]4[CH3:36])=[CH:29][CH:30]=3)[N:23]=[C:18]([N:1]3[C:9]4[C:4](=[CH:5][CH:6]=[CH:7][CH:8]=4)[CH2:3][C@H:2]3[CH2:10][OH:11])[C:19]=2[CH2:40]1. The catalyst class is: 16. (6) Reactant: [N:1]([CH2:4][C@@H:5]1[O:9][C:8](=[O:10])[N:7]([C:11]2[CH:16]=[CH:15][C:14]([I:17])=[C:13]([F:18])[CH:12]=2)[CH2:6]1)=[N+:2]=[N-:3].[CH:19]12CC(C=C1)C=[CH:20]2. Product: [F:18][C:13]1[CH:12]=[C:11]([N:7]2[CH2:6][CH:5]([CH2:4][N:1]3[CH:20]=[CH:19][N:3]=[N:2]3)[O:9][C:8]2=[O:10])[CH:16]=[CH:15][C:14]=1[I:17]. The catalyst class is: 12.